From a dataset of Peptide-MHC class I binding affinity with 185,985 pairs from IEDB/IMGT. Regression. Given a peptide amino acid sequence and an MHC pseudo amino acid sequence, predict their binding affinity value. This is MHC class I binding data. The peptide sequence is FILGIIITV. The MHC is HLA-A03:01 with pseudo-sequence HLA-A03:01. The binding affinity (normalized) is 0.324.